From a dataset of Peptide-MHC class I binding affinity with 185,985 pairs from IEDB/IMGT. Regression. Given a peptide amino acid sequence and an MHC pseudo amino acid sequence, predict their binding affinity value. This is MHC class I binding data. (1) The peptide sequence is YSRVNHAKY. The MHC is HLA-A68:01 with pseudo-sequence HLA-A68:01. The binding affinity (normalized) is 0.345. (2) The binding affinity (normalized) is 0. The peptide sequence is DYNFVKQLF. The MHC is HLA-B40:01 with pseudo-sequence HLA-B40:01.